From a dataset of CYP1A2 inhibition data for predicting drug metabolism from PubChem BioAssay. Regression/Classification. Given a drug SMILES string, predict its absorption, distribution, metabolism, or excretion properties. Task type varies by dataset: regression for continuous measurements (e.g., permeability, clearance, half-life) or binary classification for categorical outcomes (e.g., BBB penetration, CYP inhibition). Dataset: cyp1a2_veith. (1) The molecule is C=CCOc1cccc(/C=N/NC(=O)C(=O)NCc2ccco2)c1. The result is 0 (non-inhibitor). (2) The drug is COc1ccc(CCN(C)CCC[C@@](C#N)(c2ccc(OC)c(OC)c2)C(C)C)cc1OC. The result is 0 (non-inhibitor). (3) The compound is Cc1cc(OC(=O)CCCNC(=O)OC(C)(C)C)c2c3c(c(=O)oc2c1)CCC3. The result is 1 (inhibitor). (4) The drug is Nc1c(C(=O)Nc2ccc([As](=O)(O)O)cc2)cnc2nnnn12. The result is 0 (non-inhibitor). (5) The molecule is O=C(Nc1ccc(F)cc1)c1ccc(-n2ccnc2)nc1. The result is 1 (inhibitor). (6) The result is 0 (non-inhibitor). The molecule is O=C(c1cnccn1)N1CCC2(CCCN(Cc3ccccc3)C2)CC1. (7) The molecule is CNc1nc(-c2cccc(C#N)c2)nc2ccccc12. The result is 1 (inhibitor).